From a dataset of NCI-60 drug combinations with 297,098 pairs across 59 cell lines. Regression. Given two drug SMILES strings and cell line genomic features, predict the synergy score measuring deviation from expected non-interaction effect. Drug 1: CC1=C(C(CCC1)(C)C)C=CC(=CC=CC(=CC(=O)O)C)C. Drug 2: CCC1=C2CN3C(=CC4=C(C3=O)COC(=O)C4(CC)O)C2=NC5=C1C=C(C=C5)O. Cell line: OVCAR-8. Synergy scores: CSS=25.7, Synergy_ZIP=-3.09, Synergy_Bliss=7.70, Synergy_Loewe=-28.5, Synergy_HSA=-2.34.